This data is from CYP3A4 inhibition data for predicting drug metabolism from PubChem BioAssay. The task is: Regression/Classification. Given a drug SMILES string, predict its absorption, distribution, metabolism, or excretion properties. Task type varies by dataset: regression for continuous measurements (e.g., permeability, clearance, half-life) or binary classification for categorical outcomes (e.g., BBB penetration, CYP inhibition). Dataset: cyp3a4_veith. (1) The compound is O=C(N/N=C1/C[C@@H](O)[C@@H](O)[C@@H]2[C@@H]3C(=O)N(C4CCCCC4)C(=O)[C@H]3CC[C@@H]12)OCc1ccccc1. The result is 0 (non-inhibitor). (2) The drug is COc1cc(/C=C(/C#N)c2nc3ccccc3[nH]2)ccc1OCC(=O)Nc1ccccc1C. The result is 1 (inhibitor). (3) The molecule is c1cncc(CNc2ncncc2-c2ccoc2)c1. The result is 1 (inhibitor). (4) The compound is Cc1nc2cnc(Nc3ccccc3)nc2n(CCC#N)c1=O. The result is 0 (non-inhibitor). (5) The compound is O=C(O)c1ccc(SSc2ccc(C(=O)O)cn2)nc1. The result is 0 (non-inhibitor). (6) The result is 1 (inhibitor). The molecule is O=C(c1ccco1)N1CCC2(CCN(Cc3ccncc3)CC2)CC1.